This data is from Forward reaction prediction with 1.9M reactions from USPTO patents (1976-2016). The task is: Predict the product of the given reaction. (1) Given the reactants [CH3:1][N:2]1[CH:6]=[C:5]([NH:7][C:8]([C:10]2[N:11]([CH3:18])[CH:12]=[C:13]([N+:15]([O-:17])=[O:16])[CH:14]=2)=[O:9])[CH:4]=[C:3]1[C:19]([O:21]C)=[O:20].[OH-].[Na+].Cl, predict the reaction product. The product is: [CH3:1][N:2]1[CH:6]=[C:5]([NH:7][C:8]([C:10]2[N:11]([CH3:18])[CH:12]=[C:13]([N+:15]([O-:17])=[O:16])[CH:14]=2)=[O:9])[CH:4]=[C:3]1[C:19]([OH:21])=[O:20]. (2) Given the reactants [Cl:1][C:2]1[CH:7]=[CH:6][N:5]=[C:4]([C:8]([OH:10])=O)[CH:3]=1.[CH3:11][O:12][C:13](=[O:29])[C@@H:14]([NH2:28])[CH2:15][C:16]1[CH:21]=[CH:20][C:19]([C:22]2[CH:27]=[CH:26][CH:25]=[CH:24][CH:23]=2)=[CH:18][CH:17]=1, predict the reaction product. The product is: [CH3:11][O:12][C:13](=[O:29])[C@@H:14]([NH:28][C:8]([C:4]1[CH:3]=[C:2]([Cl:1])[CH:7]=[CH:6][N:5]=1)=[O:10])[CH2:15][C:16]1[CH:21]=[CH:20][C:19]([C:22]2[CH:27]=[CH:26][CH:25]=[CH:24][CH:23]=2)=[CH:18][CH:17]=1. (3) Given the reactants [C:1]([OH:4])(=[S:3])[CH3:2].O[C:6]([C:9]1[CH:14]=[C:13]([CH:15]([C:20]([CH3:23])([CH3:22])[CH3:21])[O:16][SiH:17]([CH3:19])[CH3:18])[CH:12]=[C:11]([CH:24](C(C)(C)C)[O:25][SiH](C)C)[CH:10]=1)([CH3:8])[CH3:7], predict the reaction product. The product is: [C:1]([O:4][C:6]([C:9]1[CH:10]=[C:11]([CH2:24][OH:25])[CH:12]=[C:13]([CH:15]([C:20]([CH3:22])([CH3:21])[CH3:23])[O:16][SiH:17]([CH3:19])[CH3:18])[CH:14]=1)([CH3:8])[CH3:7])(=[S:3])[CH3:2].